The task is: Predict which catalyst facilitates the given reaction.. This data is from Catalyst prediction with 721,799 reactions and 888 catalyst types from USPTO. (1) Reactant: [CH2:1]1CCCCC1.Cl[C:8]([C:14]1[C:19]([F:20])=[CH:18][C:17]([O:21][CH3:22])=[CH:16][C:15]=1[F:23])([CH3:13])[C:9]([F:12])([F:11])[F:10].C[Al](C)C. Product: [F:23][C:15]1[CH:16]=[C:17]([O:21][CH3:22])[CH:18]=[C:19]([F:20])[C:14]=1[C:8]([CH3:1])([CH3:13])[C:9]([F:12])([F:11])[F:10]. The catalyst class is: 81. (2) Reactant: [CH3:1][C:2]1[CH:3]=[C:4]([CH:7]=O)[S:5][CH:6]=1.[CH2:9]([O:11][C:12](=[O:17])[CH2:13][N:14]=[N+]=[N-])[CH3:10].[NH4+].[Cl-]. Product: [CH2:9]([O:11][C:12]([C:13]1[NH:14][C:3]2[C:2]([CH3:1])=[CH:6][S:5][C:4]=2[CH:7]=1)=[O:17])[CH3:10]. The catalyst class is: 8. (3) Reactant: [F:1][C:2]([F:7])([F:6])[CH2:3][CH2:4][OH:5].O[CH2:9][CH2:10][CH2:11][CH2:12][CH2:13][CH2:14][C:15]([O:17][CH3:18])=[O:16].C1(P(C2C=CC=CC=2)C2C=CC=CC=2)C=CC=CC=1.CC(OC(/N=N/C(OC(C)C)=O)=O)C. Product: [F:1][C:2]([F:7])([F:6])[CH2:3][CH2:4][O:5][CH2:9][CH2:10][CH2:11][CH2:12][CH2:13][CH2:14][C:15]([O:17][CH3:18])=[O:16]. The catalyst class is: 1. (4) Reactant: [Cl:1][C:2]1[CH:3]=[C:4]([C:8]2[N:12]3[N:13]=[C:14]([NH:17][CH:18]4[CH2:23][CH2:22][C:21](=[CH:24][C:25]#[N:26])[CH2:20][CH2:19]4)[CH:15]=[CH:16][C:11]3=[N:10][CH:9]=2)[CH:5]=[CH:6][CH:7]=1. Product: [Cl:1][C:2]1[CH:3]=[C:4]([C:8]2[N:12]3[N:13]=[C:14]([NH:17][C@H:18]4[CH2:19][CH2:20][C@H:21]([CH2:24][C:25]#[N:26])[CH2:22][CH2:23]4)[CH:15]=[CH:16][C:11]3=[N:10][CH:9]=2)[CH:5]=[CH:6][CH:7]=1. The catalyst class is: 99. (5) Reactant: C[O:2][C:3]1[CH:4]=[C:5]2[C:10](=[C:11]([CH3:14])[C:12]=1[CH3:13])[N:9]([C:15](=[O:17])C)[CH2:8][C:7]1([CH2:20][CH2:19][CH2:18]1)[CH2:6]2.B(Br)(Br)Br. Product: [OH:2][C:3]1[CH:4]=[C:5]2[C:10](=[C:11]([CH3:14])[C:12]=1[CH3:13])[N:9]([CH:15]=[O:17])[CH2:8][C:7]1([CH2:20][CH2:19][CH2:18]1)[CH2:6]2. The catalyst class is: 4.